From a dataset of Tyrosyl-DNA phosphodiesterase HTS with 341,365 compounds. Binary Classification. Given a drug SMILES string, predict its activity (active/inactive) in a high-throughput screening assay against a specified biological target. (1) The drug is s\1c2c(n(CC(=O)NCc3cccnc3)c(=O)c1=C/c1c(F)cccc1)cccc2. The result is 0 (inactive). (2) The molecule is Fc1cc(CN2C(C=CCN(CC(C)C)CC2=O)c2ccc(OC)cc2)ccc1. The result is 0 (inactive). (3) The molecule is ClC1=C(N2CCN(CC2)Cc2ccccc2)C(=O)N(C1=O)c1ccc(OC)cc1. The result is 0 (inactive). (4) The molecule is Brc1c2c(ccc1OCC(=O)NNC(=O)Nc1ccccc1)cccc2. The result is 0 (inactive). (5) The compound is s1c(C(=O)NCC(OCC(=O)c2ccccc2)=O)ccc1. The result is 0 (inactive).